Task: Predict the reactants needed to synthesize the given product.. Dataset: Full USPTO retrosynthesis dataset with 1.9M reactions from patents (1976-2016) (1) Given the product [CH2:3]([O:5][C:6](=[O:16])[CH2:7][CH:18]1[C:26]2[C:21](=[CH:22][CH:23]=[C:24]([S:27]([CH3:30])(=[O:28])=[O:29])[CH:25]=2)[C:20](=[O:31])[N:19]1[CH2:32][C:33]([F:34])([F:36])[F:35])[CH3:4], predict the reactants needed to synthesize it. The reactants are: [H-].[Na+].[CH2:3]([O:5][C:6](=[O:16])[CH2:7]P(OCC)(OCC)=O)[CH3:4].O[CH:18]1[C:26]2[C:21](=[CH:22][CH:23]=[C:24]([S:27]([CH3:30])(=[O:29])=[O:28])[CH:25]=2)[C:20](=[O:31])[N:19]1[CH2:32][C:33]([F:36])([F:35])[F:34].CC(=O)OCC. (2) Given the product [NH2:1][C:4]1[CH:5]=[C:6]2[C:14](=[CH:15][CH:16]=1)[NH:13][C:12]1[C:11](=[O:17])[CH2:10][CH2:9][CH2:8][C:7]2=1, predict the reactants needed to synthesize it. The reactants are: [N+:1]([C:4]1[CH:5]=[C:6]2[C:14](=[CH:15][CH:16]=1)[NH:13][C:12]1[C:11](=[O:17])[CH2:10][CH2:9][CH2:8][C:7]2=1)([O-])=O.[Cl-].[NH4+]. (3) Given the product [CH2:14]([O:12][C:11](=[O:13])[CH2:10][C:4]1[CH:5]=[N:6][C:7]([O:8][CH3:9])=[C:2]([Br:1])[CH:3]=1)[CH3:15], predict the reactants needed to synthesize it. The reactants are: [Br:1][C:2]1[CH:3]=[C:4]([CH2:10][C:11]([OH:13])=[O:12])[CH:5]=[N:6][C:7]=1[O:8][CH3:9].[CH2:14]1CCC(N=C=NC2CCCCC2)C[CH2:15]1.CCO.O. (4) Given the product [Cl:25][C:15]1[CH:14]=[CH:13][C:12]([O:11][C:6]2[N:5]=[C:4]3[S:3][C:2]([NH:1][C:29]([CH:26]4[CH2:28][CH2:27]4)=[O:30])=[N:10][C:9]3=[CH:8][CH:7]=2)=[CH:17][C:16]=1[NH:18][C:19](=[O:24])[C:20]([F:22])([F:21])[F:23], predict the reactants needed to synthesize it. The reactants are: [NH2:1][C:2]1[S:3][C:4]2[C:9]([N:10]=1)=[CH:8][CH:7]=[C:6]([O:11][C:12]1[CH:13]=[CH:14][C:15]([Cl:25])=[C:16]([NH:18][C:19](=[O:24])[C:20]([F:23])([F:22])[F:21])[CH:17]=1)[N:5]=2.[CH:26]1([C:29](Cl)=[O:30])[CH2:28][CH2:27]1.C(=O)([O-])O.[Na+]. (5) Given the product [Cl:1][C:2]1[CH:3]=[CH:4][C:5]([C:6]([N:45]([C@@H:46]([CH2:53][CH2:54][CH3:55])[CH2:47][N:48]2[CH2:51][CH:50]([OH:52])[CH2:49]2)[CH:42]([CH3:44])[CH3:43])=[O:8])=[CH:9][CH:10]=1, predict the reactants needed to synthesize it. The reactants are: [Cl:1][C:2]1[CH:10]=[CH:9][C:5]([C:6]([OH:8])=O)=[CH:4][CH:3]=1.CN(C(ON1N=NC2C=CC=CC1=2)=[N+](C)C)C.[B-](F)(F)(F)F.C(N(C(C)C)C(C)C)C.[CH:42]([NH:45][C@@H:46]([CH2:53][CH2:54][CH3:55])[CH2:47][N:48]1[CH2:51][CH:50]([OH:52])[CH2:49]1)([CH3:44])[CH3:43]. (6) Given the product [N:12]1[CH:13]=[CH:14][N:15]=[CH:16][C:11]=1[NH:10][C:2]1[CH:9]=[CH:8][C:5]([C:6]#[N:7])=[CH:4][CH:3]=1, predict the reactants needed to synthesize it. The reactants are: Br[C:2]1[CH:9]=[CH:8][C:5]([C:6]#[N:7])=[CH:4][CH:3]=1.[NH2:10][C:11]1[CH:16]=[N:15][CH:14]=[CH:13][N:12]=1.C(=O)([O-])[O-].[Cs+].[Cs+]. (7) Given the product [CH3:10][O:9][C:7]1[CH:6]=[CH:5][C:4]([CH2:11][C:12]([C:15]2[CH:16]=[CH:17][C:18]([O:21][CH3:22])=[CH:19][CH:20]=2)([CH3:14])[CH3:13])=[C:3]([OH:2])[CH:8]=1, predict the reactants needed to synthesize it. The reactants are: C[O:2][C:3]1[CH:8]=[C:7]([O:9][CH3:10])[CH:6]=[CH:5][C:4]=1[C:11](=O)[C:12]([C:15]1[CH:20]=[CH:19][C:18]([O:21][CH3:22])=[CH:17][CH:16]=1)([CH3:14])[CH3:13].OC1C=C(OC)C=CC=1C(=O)C(C1C=CC(OC)=CC=1)(C)C. (8) Given the product [C:1]([O:5][C:6]([N:8]1[CH2:14][CH2:13][C:12]2[C:15]([SH:20])=[C:16]([Cl:19])[CH:17]=[CH:18][C:11]=2[CH2:10][CH2:9]1)=[O:7])([CH3:4])([CH3:2])[CH3:3], predict the reactants needed to synthesize it. The reactants are: [C:1]([O:5][C:6]([N:8]1[CH2:14][CH2:13][C:12]2[C:15]([S:20]C(=O)N(C)C)=[C:16]([Cl:19])[CH:17]=[CH:18][C:11]=2[CH2:10][CH2:9]1)=[O:7])([CH3:4])([CH3:3])[CH3:2].[OH-].[K+].